Dataset: Reaction yield outcomes from USPTO patents with 853,638 reactions. Task: Predict the reaction yield, written as a fraction of the theoretical maximum amount of product (1.0 means a 100% yield; for example, 0.34 means a 34% yield). (1) The reactants are [CH:1](=O)/[CH:2]=[CH:3]/[CH3:4].[C:6]1([S:12]([C:15]#[N:16])(=[O:14])=[O:13])[CH:11]=[CH:10][CH:9]=[CH:8][CH:7]=1. The catalyst is C1(C)C=CC=CC=1. The product is [C:6]1([S:12]([C:15]2[CH:4]=[CH:3][CH:2]=[CH:1][N:16]=2)(=[O:13])=[O:14])[CH:7]=[CH:8][CH:9]=[CH:10][CH:11]=1. The yield is 0.620. (2) The reactants are [CH3:1][O:2][C:3]1[CH:4]=[C:5]([CH:29]=[C:30]([O:32][CH3:33])[CH:31]=1)[CH2:6][CH2:7][C:8]1[N:9]=[C:10]2[CH:16]=[C:15]([C:17](O)=[O:18])[N:14](S(C3C=CC=CC=3)(=O)=O)[C:11]2=[N:12][CH:13]=1.CN.[CH3:36][N:37](C(ON1N=NC2C=CC=NC1=2)=[N+](C)C)C.F[P-](F)(F)(F)(F)F.C(N(CC)C(C)C)(C)C.C(=O)([O-])[O-].[K+].[K+]. The catalyst is CN(C)C=O. The product is [CH3:1][O:2][C:3]1[CH:4]=[C:5]([CH2:6][CH2:7][C:8]2[N:9]=[C:10]3[CH:16]=[C:15]([C:17]([NH:37][CH3:36])=[O:18])[NH:14][C:11]3=[N:12][CH:13]=2)[CH:29]=[C:30]([O:32][CH3:33])[CH:31]=1. The yield is 0.300. (3) The reactants are Cl[CH2:2][C:3]1[N:12]=[C:11]([NH:13][C@@H:14]([CH:18]([CH3:20])[CH3:19])[C:15]([NH2:17])=[O:16])[C:10]2[C:5](=[CH:6][CH:7]=[CH:8][CH:9]=2)[N:4]=1.[CH2:21]([NH:28][CH2:29][C:30]1[CH:35]=[CH:34][CH:33]=[CH:32][CH:31]=1)[C:22]1[CH:27]=[CH:26][CH:25]=[CH:24][CH:23]=1.C(=O)([O-])[O-].[K+].[K+]. The catalyst is C(#N)C. The product is [CH2:29]([N:28]([CH2:2][C:3]1[N:12]=[C:11]([NH:13][C@@H:14]([CH:18]([CH3:20])[CH3:19])[C:15]([NH2:17])=[O:16])[C:10]2[C:5](=[CH:6][CH:7]=[CH:8][CH:9]=2)[N:4]=1)[CH2:21][C:22]1[CH:27]=[CH:26][CH:25]=[CH:24][CH:23]=1)[C:30]1[CH:35]=[CH:34][CH:33]=[CH:32][CH:31]=1. The yield is 0.820. (4) The reactants are [CH3:1][C:2]1[CH:3]=[C:4]([NH2:9])[C:5]([NH2:8])=[CH:6][CH:7]=1.[CH:10]([CH:12]=O)=O. The catalyst is C(O)(C)C. The product is [CH3:1][C:2]1[CH:3]=[C:4]2[C:5](=[CH:6][CH:7]=1)[N:8]=[CH:12][CH:10]=[N:9]2. The yield is 0.930. (5) The reactants are CN([P+](O[N:12]1N=[N:19][C:14]2C=CC=C[C:13]1=2)(N(C)C)N(C)C)C.F[P-](F)(F)(F)(F)F.[C:28]([C:31]1[CH:36]=[N:35][N:34]2[CH:37]=[C:38]([C:40]3[CH:45]=[CH:44][CH:43]=[CH:42][CH:41]=3)[CH:39]=[C:33]2[C:32]=1[NH:46][C@@H:47]([C:51]1[CH:56]=[CH:55][CH:54]=[CH:53][CH:52]=1)[C:48](O)=[O:49])(=[O:30])[NH2:29].NCC#N.C(N(CC)CC)C. The catalyst is CN(C=O)C. The product is [C:13]([CH2:14][NH:19][C:48](=[O:49])[C@@H:47]([NH:46][C:32]1[C:33]2[N:34]([CH:37]=[C:38]([C:40]3[CH:45]=[CH:44][CH:43]=[CH:42][CH:41]=3)[CH:39]=2)[N:35]=[CH:36][C:31]=1[C:28]([NH2:29])=[O:30])[C:51]1[CH:52]=[CH:53][CH:54]=[CH:55][CH:56]=1)#[N:12]. The yield is 0.600.